Dataset: Forward reaction prediction with 1.9M reactions from USPTO patents (1976-2016). Task: Predict the product of the given reaction. (1) Given the reactants [Br:1][C:2]1[CH:12]=[C:11](/[CH:13]=[CH:14]/[CH:15]([C:20]2[CH:25]=[C:24]([Cl:26])[C:23]([Cl:27])=[C:22]([Cl:28])[CH:21]=2)[C:16]([F:19])([F:18])[F:17])[CH:10]=[CH:9][C:3]=1[C:4]([N:6](C)[NH2:7])=[O:5].[F:29][C:30]([F:36])([F:35])[CH2:31][C:32](O)=[O:33].[CH3:37]CN=C=NCCCN(C)C.Cl.CCN(C(C)C)C(C)C, predict the reaction product. The product is: [Br:1][C:2]1[CH:12]=[C:11](/[CH:13]=[CH:14]/[CH:15]([C:20]2[CH:21]=[C:22]([Cl:28])[C:23]([Cl:27])=[C:24]([Cl:26])[CH:25]=2)[C:16]([F:17])([F:19])[F:18])[CH:10]=[CH:9][C:3]=1[C:4]([NH:6][N:7]([CH3:37])[C:32](=[O:33])[CH2:31][C:30]([F:36])([F:35])[F:29])=[O:5]. (2) Given the reactants [CH3:1][O:2][C:3]1[C:4]([NH2:10])=[C:5]([NH2:9])[CH:6]=[CH:7][CH:8]=1.[CH3:11][C:12]1[C:13]([N:17]=[C:18]=[S:19])=[CH:14][S:15][CH:16]=1.C1(C)C=CC=CC=1.C(OCC)(=O)C, predict the reaction product. The product is: [NH2:10][C:4]1[C:3]([O:2][CH3:1])=[CH:8][CH:7]=[CH:6][C:5]=1[NH:9][C:18]([NH:17][C:13]1[C:12]([CH3:11])=[CH:16][S:15][CH:14]=1)=[S:19]. (3) Given the reactants [C:1]1([C:7]2[O:8][C:9]3[CH:15]=[C:14]([CH2:16][C:17](OCC)=[O:18])[CH:13]=[CH:12][C:10]=3[N:11]=2)[CH:6]=[CH:5][CH:4]=[CH:3][CH:2]=1.[H-].[H-].[H-].[H-].[Li+].[Al+3].O.[OH-].[Na+], predict the reaction product. The product is: [C:1]1([C:7]2[O:8][C:9]3[CH:15]=[C:14]([CH2:16][CH2:17][OH:18])[CH:13]=[CH:12][C:10]=3[N:11]=2)[CH:6]=[CH:5][CH:4]=[CH:3][CH:2]=1. (4) Given the reactants [Cl:1][C:2]1[N:7]=[CH:6][C:5]([CH2:8][N:9]([CH2:16][CH2:17][OH:18])[C:10]2[CH2:14][O:13][C:12](=[O:15])[CH:11]=2)=[CH:4][CH:3]=1.C([Li])CCC.BrBr.[Cl-].[NH4+], predict the reaction product. The product is: [Cl:1][C:2]1[N:7]=[CH:6][C:5]([CH2:8][N:9]2[CH2:16][CH2:17][O:18][CH:14]3[O:13][C:12](=[O:15])[CH:11]=[C:10]23)=[CH:4][CH:3]=1. (5) Given the reactants CN(C)[CH:3]=[O:4].[C:6]1(P(C2C=CC=CC=2)CCCP(C2C=CC=CC=2)C2C=CC=CC=2)C=CC=CC=1.Br[C:36]1[N:41]=[C:40]2[N:42]([CH2:47][C:48]3[CH:53]=[CH:52][C:51]([O:54][CH2:55][CH2:56][CH3:57])=[CH:50][C:49]=3[Cl:58])[C:43]([CH2:45][CH3:46])=[N:44][C:39]2=[CH:38][CH:37]=1.[C]=O.[OH2:61], predict the reaction product. The product is: [Cl:58][C:49]1[CH:50]=[C:51]([O:54][CH2:55][CH2:56][CH3:57])[CH:52]=[CH:53][C:48]=1[CH2:47][N:42]1[C:40]2=[N:41][C:36]([C:6]([O:4][CH3:3])=[O:61])=[CH:37][CH:38]=[C:39]2[N:44]=[C:43]1[CH2:45][CH3:46]. (6) Given the reactants [C:1](Cl)(=O)[C:2]([Cl:4])=[O:3].[N:7]1[CH:12]=[CH:11][CH:10]=[C:9](CC(O)=O)[CH:8]=1, predict the reaction product. The product is: [N:7]1[CH:12]=[CH:11][CH:10]=[C:9]([CH2:1][C:2]([Cl:4])=[O:3])[CH:8]=1. (7) Given the reactants [NH2:1][C:2]1[CH:17]=[CH:16][C:5]([O:6][C:7]2C(NC)=C(I)[N:10]=[CH:9][N:8]=2)=[CH:4][C:3]=1[Cl:18].[CH3:19][Si](C)(C)C#CC.C1(P(C2C=CC=CC=2)C2C=CC=CC=2)C=CC=CC=1.[F-].[K+].[CH2:47]([N:49]([CH2:52][CH3:53])[CH2:50][CH3:51])C, predict the reaction product. The product is: [Cl:18][C:3]1[CH:4]=[C:5]([O:6][C:7]2[C:52]3[N:49]([CH3:47])[C:50]([CH3:19])=[CH:51][C:53]=3[N:10]=[CH:9][N:8]=2)[CH:16]=[CH:17][C:2]=1[NH2:1].